This data is from Full USPTO retrosynthesis dataset with 1.9M reactions from patents (1976-2016). The task is: Predict the reactants needed to synthesize the given product. (1) Given the product [F:44][C:43]([F:46])([F:45])[C:41]1[CH:42]=[C:37]([C:2]2[CH:3]=[C:4]3[C:9](=[CH:10][CH:11]=2)[N:8]=[CH:7][N:6]=[C:5]3[C:12]2[CH:13]=[C:14]([C:18]([N:20]3[CH2:25][CH2:24][N:23]([C:26](=[O:28])[CH3:27])[CH2:22][CH2:21]3)=[O:19])[CH:15]=[N:16][CH:17]=2)[CH:38]=[N:39][CH:40]=1, predict the reactants needed to synthesize it. The reactants are: Br[C:2]1[CH:3]=[C:4]2[C:9](=[CH:10][CH:11]=1)[N:8]=[CH:7][N:6]=[C:5]2[C:12]1[CH:13]=[C:14]([C:18]([N:20]2[CH2:25][CH2:24][N:23]([C:26](=[O:28])[CH3:27])[CH2:22][CH2:21]2)=[O:19])[CH:15]=[N:16][CH:17]=1.CC1(C)C(C)(C)OB([C:37]2[CH:38]=[N:39][CH:40]=[C:41]([C:43]([F:46])([F:45])[F:44])[CH:42]=2)O1.B(O)O.COCCOC.C([O-])([O-])=O.[Na+].[Na+]. (2) Given the product [CH3:33][NH:34][C:2]1[C:7]([S:8]([N:11]2[CH2:32][CH2:31][C:14]3([C:18](=[O:19])[N:17]([C:20]4[CH:21]=[CH:22][C:23]([O:26][C:27]([F:29])([F:28])[F:30])=[CH:24][CH:25]=4)[CH2:16][CH2:15]3)[CH2:13][CH2:12]2)(=[O:9])=[O:10])=[CH:6][CH:5]=[CH:4][N:3]=1, predict the reactants needed to synthesize it. The reactants are: Cl[C:2]1[C:7]([S:8]([N:11]2[CH2:32][CH2:31][C:14]3([C:18](=[O:19])[N:17]([C:20]4[CH:25]=[CH:24][C:23]([O:26][C:27]([F:30])([F:29])[F:28])=[CH:22][CH:21]=4)[CH2:16][CH2:15]3)[CH2:13][CH2:12]2)(=[O:10])=[O:9])=[CH:6][CH:5]=[CH:4][N:3]=1.[CH3:33][NH2:34].C(O)C.